This data is from Catalyst prediction with 721,799 reactions and 888 catalyst types from USPTO. The task is: Predict which catalyst facilitates the given reaction. (1) Reactant: CCO.Cl.C([O:7][C:8]([C:10]1[NH:11][C:12]([CH3:19])=[CH:13][C:14]=1[NH:15][C:16](=[NH:18])[CH3:17])=O)C.[OH-].[Na+].C(O)(=O)CC(CC(O)=O)(C(O)=O)O. Product: [CH3:17][C:16]1[NH:18][C:8](=[O:7])[C:10]2[NH:11][C:12]([CH3:19])=[CH:13][C:14]=2[N:15]=1. The catalyst class is: 6. (2) Reactant: [CH2:1]([N:8]1[CH2:13][CH2:12][N:11]([C:14]2[N:19]=[C:18]([NH:20][C:21]3[CH:26]=[CH:25][C:24]([Cl:27])=[C:23]([Cl:28])[CH:22]=3)[CH:17]=[C:16]([N:29]3[CH2:38][CH2:37][C:32]4(OCC[O:33]4)[CH2:31][CH2:30]3)[N:15]=2)[CH2:10][CH2:9]1)[C:2]1[CH:7]=[CH:6][CH:5]=[CH:4][CH:3]=1.Cl. The catalyst class is: 12. Product: [CH2:1]([N:8]1[CH2:9][CH2:10][N:11]([C:14]2[N:15]=[C:16]([N:29]3[CH2:30][CH2:31][C:32](=[O:33])[CH2:37][CH2:38]3)[CH:17]=[C:18]([NH:20][C:21]3[CH:26]=[CH:25][C:24]([Cl:27])=[C:23]([Cl:28])[CH:22]=3)[N:19]=2)[CH2:12][CH2:13]1)[C:2]1[CH:7]=[CH:6][CH:5]=[CH:4][CH:3]=1. (3) Reactant: [CH3:1][O:2][C:3]1[CH:8]=[CH:7][CH:6]=[CH:5][C:4]=1[C:9]1[N:13]([C:14]2[CH:19]=[CH:18][C:17]([CH3:20])=[CH:16][CH:15]=2)[C:12](=[S:21])[N:11]([CH2:22][CH2:23][C:24]([O:26]CC)=[O:25])[N:10]=1.O.[OH-].[Li+].O.Cl. Product: [CH3:1][O:2][C:3]1[CH:8]=[CH:7][CH:6]=[CH:5][C:4]=1[C:9]1[N:13]([C:14]2[CH:19]=[CH:18][C:17]([CH3:20])=[CH:16][CH:15]=2)[C:12](=[S:21])[N:11]([CH2:22][CH2:23][C:24]([OH:26])=[O:25])[N:10]=1. The catalyst class is: 12.